Dataset: Full USPTO retrosynthesis dataset with 1.9M reactions from patents (1976-2016). Task: Predict the reactants needed to synthesize the given product. (1) Given the product [Cl:1][C:2]1[CH:3]=[C:4]([NH:9][C:10]2[N:15]=[C:14]([N:16]3[C:20]([CH3:21])=[CH:19][C:18]([CH3:22])=[N:17]3)[C:13]([C:23]3[CH:24]=[C:25]([C:29]([OH:31])=[O:30])[CH:26]=[N:27][CH:28]=3)=[CH:12][N:11]=2)[CH:5]=[CH:6][C:7]=1[F:8], predict the reactants needed to synthesize it. The reactants are: [Cl:1][C:2]1[CH:3]=[C:4]([NH:9][C:10]2[N:15]=[C:14]([N:16]3[C:20]([CH3:21])=[CH:19][C:18]([CH3:22])=[N:17]3)[C:13]([C:23]3[CH:24]=[C:25]([C:29]([O:31]CC)=[O:30])[CH:26]=[N:27][CH:28]=3)=[CH:12][N:11]=2)[CH:5]=[CH:6][C:7]=1[F:8].[OH-].[Ba+2].[OH-].Cl. (2) Given the product [OH:9][C:10]([CH:2]1[CH2:3][N:4]([C:7]([O:9][C:10]([CH3:13])([CH3:11])[CH3:12])=[O:8])[CH2:5][CH2:6][N:1]1[C:18]([O:20][C:21]([CH3:23])([CH3:22])[CH3:24])=[O:19])([CH3:12])[CH3:11], predict the reactants needed to synthesize it. The reactants are: [N:1]1([C:18]([O:20][C:21]([CH3:24])([CH3:23])[CH3:22])=[O:19])[CH2:6][CH2:5][N:4]([C:7]([O:9][C:10]([CH3:13])([CH3:12])[CH3:11])=[O:8])[CH2:3][CH:2]1C(OC)=O.C[Mg]Br. (3) Given the product [C:35]([O:39][C:38]([N:16]1[CH2:17][C@@H:13]([N:12]([CH2:11][C:8]2[CH:7]=[CH:6][C:5]([C:3]#[N:4])=[CH:10][CH:9]=2)[CH2:26][CH2:27][OH:28])[CH2:14][C@H:15]1[C:18]([N:20]1[CH2:24][CH2:23][S:22][CH2:21]1)=[O:19])=[O:41])([CH3:36])([CH3:37])[CH3:43], predict the reactants needed to synthesize it. The reactants are: Cl.Cl.[C:3]([C:5]1[CH:10]=[CH:9][C:8]([CH2:11][NH:12][C@@H:13]2[CH2:17][NH:16][C@H:15]([C:18]([N:20]3[CH2:24][CH2:23][S:22][CH2:21]3)=[O:19])[CH2:14]2)=[CH:7][CH:6]=1)#[N:4].Br[CH2:26][CH2:27][OH:28].C(N([CH:35]([CH3:37])[CH3:36])CC)(C)C.[C:38](=[O:41])([O-])[OH:39].[Na+].[CH3:43]N1CCCC1=O. (4) The reactants are: [NH2:1][CH2:2][C@@H:3]1[C@H:8]([CH3:9])[CH2:7][CH2:6][CH2:5][N:4]1[C:10]([C:12]1[N:13]=[C:14]([CH3:24])[S:15][C:16]=1[C:17]1[CH:22]=[CH:21][C:20]([F:23])=[CH:19][CH:18]=1)=[O:11].Cl[C:26]1[O:27][C:28]2[CH:34]=[CH:33][CH:32]=[CH:31][C:29]=2[N:30]=1.CCN(C(C)C)C(C)C. Given the product [O:27]1[C:28]2[CH:34]=[CH:33][CH:32]=[CH:31][C:29]=2[N:30]=[C:26]1[NH:1][CH2:2][C@@H:3]1[C@H:8]([CH3:9])[CH2:7][CH2:6][CH2:5][N:4]1[C:10]([C:12]1[N:13]=[C:14]([CH3:24])[S:15][C:16]=1[C:17]1[CH:18]=[CH:19][C:20]([F:23])=[CH:21][CH:22]=1)=[O:11], predict the reactants needed to synthesize it. (5) Given the product [CH3:1][C:2]1([CH3:16])[C:10]2[C:5](=[CH:6][CH:7]=[C:8]([C:11]([F:14])([F:12])[F:13])[CH:9]=2)[N:4]([CH2:17][O:26][C:27]2[CH:32]=[CH:31][C:30]([CH:33]([C:39]#[C:40][CH3:41])[CH2:34][C:35]([OH:37])=[O:36])=[CH:29][CH:28]=2)[C:3]1=[O:15], predict the reactants needed to synthesize it. The reactants are: [CH3:1][C:2]1([CH3:16])[C:10]2[C:5](=[CH:6][CH:7]=[C:8]([C:11]([F:14])([F:13])[F:12])[CH:9]=2)[NH:4][C:3]1=[O:15].[C:17](OCCl)(=O)C(C)(C)C.[OH:26][C:27]1[CH:32]=[CH:31][C:30]([CH:33]([C:39]#[C:40][CH3:41])[CH2:34][C:35]([O:37]C)=[O:36])=[CH:29][CH:28]=1. (6) Given the product [Cl:22][C:6]1[N:7]=[C:2]([CH3:1])[C:3]([N+:12]([O-:14])=[O:13])=[CH:4][C:5]=1[C:25]([O:19][CH3:18])=[O:26], predict the reactants needed to synthesize it. The reactants are: [CH3:1][C:2]1[NH:7][C:6](=O)[C:5](C(O)=O)=[CH:4][C:3]=1[N+:12]([O-:14])=[O:13].CN([CH:18]=[O:19])C.O=P(Cl)(Cl)[Cl:22].[CH3:25][OH:26].